Regression. Given two drug SMILES strings and cell line genomic features, predict the synergy score measuring deviation from expected non-interaction effect. From a dataset of NCI-60 drug combinations with 297,098 pairs across 59 cell lines. Drug 1: CC12CCC3C(C1CCC2O)C(CC4=C3C=CC(=C4)O)CCCCCCCCCS(=O)CCCC(C(F)(F)F)(F)F. Drug 2: CC(C)NC(=O)C1=CC=C(C=C1)CNNC.Cl. Cell line: SK-MEL-28. Synergy scores: CSS=-5.53, Synergy_ZIP=4.61, Synergy_Bliss=4.35, Synergy_Loewe=-0.361, Synergy_HSA=-2.37.